From a dataset of Catalyst prediction with 721,799 reactions and 888 catalyst types from USPTO. Predict which catalyst facilitates the given reaction. (1) Reactant: [NH2:1][C@@H:2]1[CH2:7][CH2:6][C@H:5]([NH:8][C:9]2[CH:14]=[C:13]([N:15]([CH3:17])[CH3:16])[C:12]([CH3:18])=[CH:11][N:10]=2)[CH2:4][CH2:3]1.[Cl:19][C:20]1[CH:25]=[C:24]([N:26]=[C:27]=[O:28])[CH:23]=[CH:22][C:21]=1[F:29].O. Product: [ClH:19].[Cl:19][C:20]1[CH:25]=[C:24]([NH:26][C:27]([NH:1][C@H:2]2[CH2:3][CH2:4][C@@H:5]([NH:8][C:9]3[CH:14]=[C:13]([N:15]([CH3:17])[CH3:16])[C:12]([CH3:18])=[CH:11][N:10]=3)[CH2:6][CH2:7]2)=[O:28])[CH:23]=[CH:22][C:21]=1[F:29]. The catalyst class is: 16. (2) Reactant: [N:1]1([C:6]2[CH:30]=[CH:29][C:9]([CH2:10][N:11]3[C:19]4[C:14](=[N:15][CH:16]=[CH:17][CH:18]=4)[C:13]([C:20]([NH:22][C@H:23]4[CH2:28][CH2:27][CH2:26][NH:25][CH2:24]4)=[O:21])=[CH:12]3)=[CH:8][CH:7]=2)[CH:5]=[CH:4][CH:3]=[N:2]1.Cl[CH:32](Cl)C.C=O.C(O[BH-](OC(=O)C)OC(=O)C)(=O)C.[Na+]. Product: [N:1]1([C:6]2[CH:30]=[CH:29][C:9]([CH2:10][N:11]3[C:19]4[C:14](=[N:15][CH:16]=[CH:17][CH:18]=4)[C:13]([C:20]([NH:22][C@H:23]4[CH2:28][CH2:27][CH2:26][N:25]([CH3:32])[CH2:24]4)=[O:21])=[CH:12]3)=[CH:8][CH:7]=2)[CH:5]=[CH:4][CH:3]=[N:2]1. The catalyst class is: 250. (3) Reactant: [F:1][C:2]1([F:13])[CH2:6][CH2:5][N:4]([CH2:7][C:8](OCC)=[O:9])[CH2:3]1.[H-].[H-].[H-].[H-].[Li+].[Al+3].O. Product: [F:1][C:2]1([F:13])[CH2:6][CH2:5][N:4]([CH2:7][CH2:8][OH:9])[CH2:3]1. The catalyst class is: 1. (4) Reactant: [NH2:1][C:2]1[NH:3][C:4](=[O:37])[C:5]2[N:6]=[CH:7][N:8]([C@H:11]3[C@H:15]([OH:16])[C@H:14]([O:17]CC4C=CC=CC=4)[C@:13]([CH2:28][O:29]CC4C=CC=CC=4)([CH:25]([F:27])[F:26])[O:12]3)[C:9]=2[N:10]=1. Product: [NH2:1][C:2]1[NH:3][C:4](=[O:37])[C:5]2[N:6]=[CH:7][N:8]([C@H:11]3[C@H:15]([OH:16])[C@H:14]([OH:17])[C@@:13]([CH:25]([F:27])[F:26])([CH2:28][OH:29])[O:12]3)[C:9]=2[N:10]=1. The catalyst class is: 105.